Dataset: NCI-60 drug combinations with 297,098 pairs across 59 cell lines. Task: Regression. Given two drug SMILES strings and cell line genomic features, predict the synergy score measuring deviation from expected non-interaction effect. (1) Drug 1: C1CC(CCC1OC2=C(C(=CC=C2)Cl)F)(CC3=NC(=CC=C3)NC4=NC=CS4)C(=O)O. Cell line: NCI-H460. Drug 2: B(C(CC(C)C)NC(=O)C(CC1=CC=CC=C1)NC(=O)C2=NC=CN=C2)(O)O. Synergy scores: CSS=69.3, Synergy_ZIP=-0.200, Synergy_Bliss=-2.77, Synergy_Loewe=-4.02, Synergy_HSA=-0.453. (2) Drug 1: CS(=O)(=O)OCCCCOS(=O)(=O)C. Drug 2: CC(C)(C#N)C1=CC(=CC(=C1)CN2C=NC=N2)C(C)(C)C#N. Cell line: UACC62. Synergy scores: CSS=7.65, Synergy_ZIP=-2.34, Synergy_Bliss=0.0798, Synergy_Loewe=-0.699, Synergy_HSA=-0.626. (3) Drug 1: CN(CCCl)CCCl.Cl. Drug 2: C1=NNC2=C1C(=O)NC=N2. Cell line: IGROV1. Synergy scores: CSS=10.1, Synergy_ZIP=-4.83, Synergy_Bliss=-0.0723, Synergy_Loewe=-7.13, Synergy_HSA=-0.509. (4) Drug 1: C1=NC2=C(N1)C(=S)N=CN2. Drug 2: C(CC(=O)O)C(=O)CN.Cl. Cell line: SF-295. Synergy scores: CSS=53.7, Synergy_ZIP=-3.39, Synergy_Bliss=-3.24, Synergy_Loewe=-26.2, Synergy_HSA=-0.325.